Dataset: hERG potassium channel inhibition data for cardiac toxicity prediction from Karim et al.. Task: Regression/Classification. Given a drug SMILES string, predict its toxicity properties. Task type varies by dataset: regression for continuous values (e.g., LD50, hERG inhibition percentage) or binary classification for toxic/non-toxic outcomes (e.g., AMES mutagenicity, cardiotoxicity, hepatotoxicity). Dataset: herg_karim. (1) The compound is O=C(c1ccccn1)[C@@]12C[C@H]3C=NN(c4ccc(F)cc4)[C@H]3C=C1CCN(S(=O)(=O)c1ccc(Cl)c(Cl)c1)C2. The result is 0 (non-blocker). (2) The drug is O=C(NC1CCN(Cc2ccc3c(c2)OCCO3)CC1)C1=CC(=O)c2ccc(F)cc2C1. The result is 0 (non-blocker). (3) The compound is COC(C)(C)C#Cc1cnc2c(c1)[C@]1(COC(N)=N1)c1cc(-c3cccnc3F)ccc1O2. The result is 0 (non-blocker). (4) The molecule is CCOc1cc2ncc(C(N)=O)c(Nc3ccc(F)cc3F)c2cc1N1CCOCC1. The result is 0 (non-blocker). (5) The molecule is COc1ccc2nccc([C@@H](O)CC[C@@H]3CCN(CCSc4ccc[se]4)C[C@@H]3C(=O)O)c2c1. The result is 0 (non-blocker). (6) The compound is Cn1c(CCCCN2CC3C[C@]3(c3ccc(C(F)(F)F)cc3)C2)nnc1-c1cccc(Cl)c1. The result is 1 (blocker). (7) The drug is CCCCc1nc(Cl)c(CO)n1Cc1ccc(-c2ccccc2-c2nn[n-]n2)cc1. The result is 1 (blocker). (8) The compound is Cc1ncoc1-c1nnc(SCCCN2CC[C@]3(C[C@H]3c3ccc(C(F)(F)F)cc3F)C2)n1C. The result is 1 (blocker). (9) The drug is Cc1ccc(C(=O)N[C@H]2CCc3ccc(CCN4CCN(c5nsc6ccccc56)CC4)cc32)cc1. The result is 1 (blocker).